Dataset: Reaction yield outcomes from USPTO patents with 853,638 reactions. Task: Predict the reaction yield, written as a fraction of the theoretical maximum amount of product (1.0 means a 100% yield; for example, 0.34 means a 34% yield). (1) The reactants are [OH:1][C:2]1[CH:7]=[CH:6][C:5]([CH2:8][CH2:9][C:10]([O:12][CH2:13][CH3:14])=[O:11])=[CH:4][C:3]=1[O:15][CH2:16][CH2:17][CH2:18][O:19][CH3:20].C(N(CC)CC)C.C1C=CC(N([S:35]([C:38]([F:41])([F:40])[F:39])(=[O:37])=[O:36])[S:35]([C:38]([F:41])([F:40])[F:39])(=[O:37])=[O:36])=CC=1.[Cl-].[NH4+]. The catalyst is ClCCl. The product is [CH3:20][O:19][CH2:18][CH2:17][CH2:16][O:15][C:3]1[CH:4]=[C:5]([CH2:8][CH2:9][C:10]([O:12][CH2:13][CH3:14])=[O:11])[CH:6]=[CH:7][C:2]=1[O:1][S:35]([C:38]([F:41])([F:40])[F:39])(=[O:37])=[O:36]. The yield is 0.740. (2) The reactants are [CH3:1][N:2]([S:31]([C:34]1[CH:39]=[CH:38][CH:37]=[CH:36][N:35]=1)(=[O:33])=[O:32])[C:3]1[CH:4]=[C:5]([O:24][CH2:25][C:26](OCC)=[O:27])[CH:6]=[C:7]2[C:11]=1[NH:10][C:9]([C:12]1[S:13][CH:14]([CH2:17][N:18]3[CH2:23][CH2:22][S:21][CH2:20][CH2:19]3)[CH2:15][N:16]=1)=[CH:8]2.[BH4-].[Li+].Cl.C(=O)([O-])O.[Na+]. The catalyst is O1CCCC1. The product is [OH:27][CH2:26][CH2:25][O:24][C:5]1[CH:6]=[C:7]2[C:11](=[C:3]([N:2]([CH3:1])[S:31]([C:34]3[CH:39]=[CH:38][CH:37]=[CH:36][N:35]=3)(=[O:32])=[O:33])[CH:4]=1)[NH:10][C:9]([C:12]1[S:13][CH:14]([CH2:17][N:18]3[CH2:23][CH2:22][S:21][CH2:20][CH2:19]3)[CH2:15][N:16]=1)=[CH:8]2. The yield is 0.550. (3) The reactants are [OH:1][C:2]1[C:3]([C:12]([OH:14])=[O:13])=[CH:4][C:5]2[C:10]([CH:11]=1)=[CH:9][CH:8]=[CH:7][CH:6]=2.S(Cl)(Cl)=O.[CH2:19](O)[CH2:20][CH3:21]. No catalyst specified. The product is [OH:1][C:2]1[C:3]([C:12]([O:14][CH2:19][CH2:20][CH3:21])=[O:13])=[CH:4][C:5]2[C:10]([CH:11]=1)=[CH:9][CH:8]=[CH:7][CH:6]=2. The yield is 0.880. (4) The reactants are C([O:8][C@@H:9]1[C@@H:47]([O:48]CC2C=CC=CC=2)[C@H:46]([O:56][C@@H:57]2[O:76][C@H:75]([CH2:77][OH:78])[C@@H:62]([O:63][C@@H:64]3[O:72][C@H:71]([CH2:73][OH:74])[C@@H:69]([OH:70])[C@H:67]([OH:68])[C@H:65]3[OH:66])[C@H:60]([OH:61])[C@H:58]2[OH:59])[C@@H:45]([CH2:79][O:80]CC2C=CC=CC=2)[O:44][C@@H:10]1[O:11][C@H:12]1[C@H:16]([O:17]CC2C=CC=CC=2)[CH2:15][N:14](C(OCC2C=CC=CC=2)=O)[C@@H:13]1[CH2:35][O:36]CC1C=CC=CC=1)C1C=CC=CC=1.Cl. The catalyst is CO.[OH-].[Pd+2].[OH-]. The product is [C@@H:64]1([O:63][C@@H:62]2[C@@H:75]([CH2:77][OH:78])[O:76][C@@H:57]([O:56][C@@H:46]3[C@@H:45]([CH2:79][OH:80])[O:44][C@H:10]([O:11][C@H:12]4[C@H:16]([OH:17])[CH2:15][NH:14][C@@H:13]4[CH2:35][OH:36])[C@H:9]([OH:8])[C@H:47]3[OH:48])[C@H:58]([OH:59])[C@H:60]2[OH:61])[O:72][C@H:71]([CH2:73][OH:74])[C@@H:69]([OH:70])[C@H:67]([OH:68])[C@H:65]1[OH:66]. The yield is 0.192. (5) The reactants are [OH:1][C:2]1[CH:7]=[CH:6][C:5]([C:8]2[CH:12]=[C:11]([C:13]([NH2:15])=[O:14])[O:10][N:9]=2)=[CH:4][CH:3]=1.C([O-])([O-])=O.[K+].[K+].[Cl:22][C:23]1[CH:30]=[CH:29][CH:28]=[C:27]([F:31])[C:24]=1[CH2:25]Cl. The catalyst is [I-].C([N+](CCCC)(CCCC)CCCC)CCC.CN(C=O)C. The product is [Cl:22][C:23]1[CH:30]=[CH:29][CH:28]=[C:27]([F:31])[C:24]=1[CH2:25][O:1][C:2]1[CH:3]=[CH:4][C:5]([C:8]2[CH:12]=[C:11]([C:13]([NH2:15])=[O:14])[O:10][N:9]=2)=[CH:6][CH:7]=1. The yield is 0.150. (6) The reactants are [Cl:1][C:2]1[N:6]2[CH:7]=[C:8]([C:15]3[CH:19]=[CH:18][O:17][CH:16]=3)[CH:9]=[C:10]([C:11]([F:14])([F:13])[F:12])[C:5]2=[N:4][C:3]=1[C:20]([N:22]1[CH2:26][CH2:25][CH:24]([C:27]2[CH:32]=[CH:31][CH:30]=[C:29]([F:33])[CH:28]=2)[CH2:23]1)=O.COC1C=CC(P2(SP(C3C=CC(OC)=CC=3)(=S)S2)=[S:43])=CC=1. The catalyst is C1COCC1. The product is [Cl:1][C:2]1[N:6]2[CH:7]=[C:8]([C:15]3[CH:19]=[CH:18][O:17][CH:16]=3)[CH:9]=[C:10]([C:11]([F:14])([F:13])[F:12])[C:5]2=[N:4][C:3]=1[C:20]([N:22]1[CH2:26][CH2:25][CH:24]([C:27]2[CH:32]=[CH:31][CH:30]=[C:29]([F:33])[CH:28]=2)[CH2:23]1)=[S:43]. The yield is 0.740. (7) The reactants are [CH2:1]([O:3][C:4](=[O:27])[CH2:5][CH:6]([N:13]1[C:21]2[C:16](=[CH:17][C:18]([O:22][CH2:23][CH2:24][O:25][NH2:26])=[CH:19][CH:20]=2)[CH:15]=[CH:14]1)[C:7]1[CH:12]=[CH:11][CH:10]=[CH:9][CH:8]=1)[CH3:2].Br.Br.CC1C([C:36]2[NH:37][CH2:38][CH2:39][N:40]=2)=C(C)NN=1. The catalyst is CO. The product is [CH2:1]([O:3][C:4](=[O:27])[CH2:5][CH:6]([N:13]1[C:21]2[C:16](=[CH:17][C:18]([O:22][CH2:23][CH2:24][O:25][NH:26][C:36]3[NH:40][CH2:39][CH2:38][N:37]=3)=[CH:19][CH:20]=2)[CH:15]=[CH:14]1)[C:7]1[CH:12]=[CH:11][CH:10]=[CH:9][CH:8]=1)[CH3:2]. The yield is 0.990.